Regression. Given two drug SMILES strings and cell line genomic features, predict the synergy score measuring deviation from expected non-interaction effect. From a dataset of NCI-60 drug combinations with 297,098 pairs across 59 cell lines. (1) Drug 1: C1=CC(=CC=C1C#N)C(C2=CC=C(C=C2)C#N)N3C=NC=N3. Synergy scores: CSS=6.86, Synergy_ZIP=-1.44, Synergy_Bliss=-1.97, Synergy_Loewe=-19.3, Synergy_HSA=-6.91. Cell line: MDA-MB-435. Drug 2: CCC1=C2CN3C(=CC4=C(C3=O)COC(=O)C4(CC)O)C2=NC5=C1C=C(C=C5)O. (2) Drug 1: CC(C1=C(C=CC(=C1Cl)F)Cl)OC2=C(N=CC(=C2)C3=CN(N=C3)C4CCNCC4)N. Drug 2: CC12CCC3C(C1CCC2OP(=O)(O)O)CCC4=C3C=CC(=C4)OC(=O)N(CCCl)CCCl.[Na+]. Cell line: SK-MEL-5. Synergy scores: CSS=-12.4, Synergy_ZIP=0.318, Synergy_Bliss=-11.4, Synergy_Loewe=-17.4, Synergy_HSA=-16.6. (3) Drug 1: C1=CN(C=N1)CC(O)(P(=O)(O)O)P(=O)(O)O. Drug 2: C1CN(P(=O)(OC1)NCCCl)CCCl. Cell line: CCRF-CEM. Synergy scores: CSS=-4.08, Synergy_ZIP=0.465, Synergy_Bliss=-3.14, Synergy_Loewe=-6.80, Synergy_HSA=-6.55. (4) Drug 1: CC1=C(C=C(C=C1)C(=O)NC2=CC(=CC(=C2)C(F)(F)F)N3C=C(N=C3)C)NC4=NC=CC(=N4)C5=CN=CC=C5. Drug 2: N.N.Cl[Pt+2]Cl. Cell line: TK-10. Synergy scores: CSS=8.69, Synergy_ZIP=-3.12, Synergy_Bliss=2.79, Synergy_Loewe=-2.19, Synergy_HSA=0.754. (5) Drug 1: C1=CC(=CC=C1CCC2=CNC3=C2C(=O)NC(=N3)N)C(=O)NC(CCC(=O)O)C(=O)O. Drug 2: CC1=CC=C(C=C1)C2=CC(=NN2C3=CC=C(C=C3)S(=O)(=O)N)C(F)(F)F. Cell line: COLO 205. Synergy scores: CSS=24.0, Synergy_ZIP=0.929, Synergy_Bliss=-1.36, Synergy_Loewe=-22.1, Synergy_HSA=-1.71. (6) Drug 1: CC12CCC3C(C1CCC2=O)CC(=C)C4=CC(=O)C=CC34C. Drug 2: C1=C(C(=O)NC(=O)N1)F. Cell line: HCT116. Synergy scores: CSS=72.7, Synergy_ZIP=-0.105, Synergy_Bliss=-2.80, Synergy_Loewe=-1.72, Synergy_HSA=-1.56.